From a dataset of Forward reaction prediction with 1.9M reactions from USPTO patents (1976-2016). Predict the product of the given reaction. (1) Given the reactants [OH:1][CH:2]1[CH:7]([C:8]2[CH:13]=[CH:12][C:11]([O:14][CH2:15][CH2:16][CH2:17][O:18][CH2:19][C:20]3[CH:25]=[CH:24][CH:23]=[CH:22][C:21]=3[O:26][CH3:27])=[CH:10][CH:9]=2)[CH2:6][CH2:5][N:4]([C:28]([O:30][CH2:31][C:32]2[CH:37]=[CH:36][CH:35]=[CH:34][CH:33]=2)=[O:29])[CH2:3]1.[Br:38][C:39]1[CH:46]=[CH:45][CH:44]=[CH:43][C:40]=1[CH2:41]Br, predict the reaction product. The product is: [Br:38][C:39]1[CH:46]=[CH:45][CH:44]=[CH:43][C:40]=1[CH2:41][O:1][CH:2]1[CH:7]([C:8]2[CH:13]=[CH:12][C:11]([O:14][CH2:15][CH2:16][CH2:17][O:18][CH2:19][C:20]3[CH:25]=[CH:24][CH:23]=[CH:22][C:21]=3[O:26][CH3:27])=[CH:10][CH:9]=2)[CH2:6][CH2:5][N:4]([C:28]([O:30][CH2:31][C:32]2[CH:33]=[CH:34][CH:35]=[CH:36][CH:37]=2)=[O:29])[CH2:3]1. (2) Given the reactants CON(C)[C:4]([C:6]1[C:7]([NH2:15])=[N:8][C:9]([S:12][CH2:13][CH3:14])=[N:10][CH:11]=1)=[O:5].[F:17][C:18]1[CH:23]=[C:22]([CH3:24])[C:21]([O:25][CH3:26])=[CH:20][C:19]=1I, predict the reaction product. The product is: [NH2:15][C:7]1[C:6]([C:4]([C:19]2[CH:20]=[C:21]([O:25][CH3:26])[C:22]([CH3:24])=[CH:23][C:18]=2[F:17])=[O:5])=[CH:11][N:10]=[C:9]([S:12][CH2:13][CH3:14])[N:8]=1. (3) Given the reactants [F:1][C:2]1[CH:12]=[CH:11][C:10]([C:13]2[CH2:17][CH2:16][CH2:15][C:14]=2[C:18]2[C:19]([O:28]CC3C=CC=CC=3)=[N:20][CH:21]=[C:22]([C:24]([F:27])([F:26])[F:25])[CH:23]=2)=[CH:9][C:3]=1[C:4]([O:6][CH2:7][CH3:8])=[O:5].C(=O)(O)[O-].[Na+], predict the reaction product. The product is: [F:1][C:2]1[CH:12]=[CH:11][C:10]([C:13]2[CH2:17][CH2:16][CH2:15][C:14]=2[C:18]2[C:19]([OH:28])=[N:20][CH:21]=[C:22]([C:24]([F:25])([F:26])[F:27])[CH:23]=2)=[CH:9][C:3]=1[C:4]([O:6][CH2:7][CH3:8])=[O:5]. (4) The product is: [OH:1][C:2]1[C:11]([OH:12])=[C:10]2[C:5]([C:6](=[O:21])[C:7]([C:13]3[CH:18]=[CH:17][CH:16]=[CH:15][C:14]=3[OH:19])=[CH:8][O:9]2)=[CH:4][CH:3]=1. Given the reactants [OH:1][C:2]1[C:11]([OH:12])=[C:10]2[C:5]([C:6](=[O:21])[C:7]([C:13]3[CH:18]=[CH:17][CH:16]=[CH:15][C:14]=3[O:19]C)=[CH:8][O:9]2)=[CH:4][CH:3]=1.B(Br)(Br)Br, predict the reaction product. (5) Given the reactants [Li+].CC([N-]C(C)C)C.[CH3:9][CH:10]([CH2:17][CH3:18])[CH2:11][C:12]([O:14][CH2:15][CH3:16])=[O:13].[C:19](Cl)(=[O:21])[CH3:20].II, predict the reaction product. The product is: [C:19]([CH:11]([CH:10]([CH3:9])[CH2:17][CH3:18])[C:12]([O:14][CH2:15][CH3:16])=[O:13])(=[O:21])[CH3:20]. (6) Given the reactants [Br:1][C:2]1[CH:9]=[CH:8][C:5]([CH:6]=[O:7])=[C:4]([OH:10])[CH:3]=1.[Na].[OH-].[Na+].[CH2:14](Br)[C:15]#[CH:16].C1(C)C=CC=CC=1, predict the reaction product. The product is: [Br:1][C:2]1[CH:9]=[CH:8][C:5]([CH:6]=[O:7])=[C:4]([O:10][CH2:16][C:15]#[CH:14])[CH:3]=1. (7) The product is: [CH3:14][CH:15]1[CH2:19][CH2:18][CH2:17][N:16]1[CH:20]1[CH2:24][CH2:23][CH:22]([C:25]2[CH:30]=[CH:29][C:28]([N:31]3[CH2:12][CH2:11][CH2:10][C:5]4([CH2:9][CH2:8][CH2:7][CH2:6]4)[C:3]3=[O:4])=[CH:27][CH:26]=2)[CH2:21]1. Given the reactants CO[C:3]([C:5]1([CH2:10][CH2:11][CH:12]=O)[CH2:9][CH2:8][CH2:7][CH2:6]1)=[O:4].[CH3:14][CH:15]1[CH2:19][CH2:18][CH2:17][N:16]1[CH:20]1[CH2:24][CH2:23][C@H:22]([C:25]2[CH:30]=[CH:29][C:28]([NH2:31])=[CH:27][CH:26]=2)[CH2:21]1, predict the reaction product.